Dataset: Forward reaction prediction with 1.9M reactions from USPTO patents (1976-2016). Task: Predict the product of the given reaction. (1) Given the reactants COC1C=C(C(Cl)=O)C=CC=1.[CH3:12][O:13][C:14]1[CH:15]=[C:16]2[C:21](=[CH:22][C:23]=1[O:24][CH3:25])[N:20]=[CH:19][CH:18]=[C:17]2[O:26][C:27]1[CH:33]=[CH:32][C:30]([NH2:31])=[C:29]([F:34])[CH:28]=1.[CH3:35][O:36][C:37]1[CH:38]=[C:39]([C:43]([N:45]=[C:46]=[S:47])=[O:44])[CH:40]=[CH:41][CH:42]=1, predict the reaction product. The product is: [CH3:35][O:36][C:37]1[CH:38]=[C:39]([C:43]([N:45]=[C:46]=[S:47])=[O:44])[CH:40]=[CH:41][CH:42]=1.[CH3:12][O:13][C:14]1[CH:15]=[C:16]2[C:21](=[CH:22][C:23]=1[O:24][CH3:25])[N:20]=[CH:19][CH:18]=[C:17]2[O:26][C:27]1[CH:33]=[CH:32][C:30]([NH:31][C:46]([NH:45][C:43](=[O:44])[C:39]2[CH:40]=[CH:41][CH:42]=[C:37]([O:36][CH3:35])[CH:38]=2)=[S:47])=[C:29]([F:34])[CH:28]=1. (2) Given the reactants [CH3:1][C:2]([CH2:4][OH:5])=[CH2:3].OO.C(=O)([O-])[O-:9].[K+].[K+].[Br:14][C:15]1[CH:20]=[CH:19][C:18]([OH:21])=[CH:17][CH:16]=1, predict the reaction product. The product is: [Br:14][C:15]1[CH:20]=[CH:19][C:18]([O:21][CH2:3][C:2]([CH3:1])([OH:9])[CH2:4][OH:5])=[CH:17][CH:16]=1. (3) Given the reactants [CH2:1]([O:3]C1C=CC2C(=CC=CC=2)N1C(OCC)=O)[CH3:2].C(O)(=O)C.[NH:23]([C:25]([C:27]1[C:28]([N:36]2[CH2:41][CH2:40][N:39]([C:42]([O:44][C:45]([CH3:48])([CH3:47])[CH3:46])=[O:43])[CH2:38][CH2:37]2)=[C:29]2[CH:35]=[CH:34][NH:33][C:30]2=[N:31][CH:32]=1)=[O:26])[NH2:24], predict the reaction product. The product is: [C:1]([NH:24][NH:23][C:25]([C:27]1[C:28]([N:36]2[CH2:41][CH2:40][N:39]([C:42]([O:44][C:45]([CH3:48])([CH3:47])[CH3:46])=[O:43])[CH2:38][CH2:37]2)=[C:29]2[CH:35]=[CH:34][NH:33][C:30]2=[N:31][CH:32]=1)=[O:26])(=[O:3])[CH3:2]. (4) Given the reactants Br[C:2]1[C:3]2[C:4]3[CH:17]=[CH:16][S:15][C:5]=3[C:6](=[O:14])[NH:7][C:8]=2[CH:9]=[CH:10][C:11]=1[O:12][CH3:13].[CH2:18]([N:20]([CH:28]([C:30]1[CH:35]=[CH:34][C:33](B2OC(C)(C)C(C)(C)O2)=[CH:32][CH:31]=1)[CH3:29])[C:21](=[O:27])[O:22][C:23]([CH3:26])([CH3:25])[CH3:24])[CH3:19], predict the reaction product. The product is: [CH2:18]([N:20]([CH:28]([C:30]1[CH:31]=[CH:32][CH:33]=[CH:34][C:35]=1[C:2]1[C:3]2[C:4]3[CH:17]=[CH:16][S:15][C:5]=3[C:6](=[O:14])[NH:7][C:8]=2[CH:9]=[CH:10][C:11]=1[O:12][CH3:13])[CH3:29])[C:21](=[O:27])[O:22][C:23]([CH3:24])([CH3:25])[CH3:26])[CH3:19]. (5) Given the reactants [Cl:1][C:2]1[CH:22]=[CH:21][C:5]([C:6]2[CH:7]=[CH:8][C:9]([CH2:19][CH3:20])=[C:10]([CH:12]3[C:16](=[O:17])[CH:15]=[CH:14][C:13]3=[O:18])[CH:11]=2)=[CH:4][CH:3]=1.[I-].[Mg+2].[I-].C[Si](C)(C)[O:28][C:29]1[CH:34]=[CH:33][CH2:32][CH2:31][CH:30]=1.Cl, predict the reaction product. The product is: [Cl:1][C:2]1[CH:3]=[CH:4][C:5]([C:6]2[CH:7]=[CH:8][C:9]([CH2:19][CH3:20])=[C:10]([CH:12]3[C:16](=[O:17])[CH:15]4[CH:14]([CH:30]5[C:29](=[O:28])[CH2:34][CH:33]4[CH2:32][CH2:31]5)[C:13]3=[O:18])[CH:11]=2)=[CH:21][CH:22]=1. (6) Given the reactants [CH3:1][C:2]([O:5][C:6]([NH:8][C@H:9]([C:18]([OH:20])=O)[CH2:10][C:11]1[CH:16]=[CH:15][C:14]([Br:17])=[CH:13][CH:12]=1)=[O:7])([CH3:4])[CH3:3].[NH2:21][C@@H:22]([CH2:26][CH:27]([CH3:29])[CH3:28])[C:23]([NH2:25])=[O:24].C(Cl)CCl.C1C=CC2N(O)N=NC=2C=1.CN1CCOCC1, predict the reaction product. The product is: [C:23]([C@@H:22]([NH:21][C:18](=[O:20])[C@@H:9]([NH:8][C:6]([O:5][C:2]([CH3:1])([CH3:3])[CH3:4])=[O:7])[CH2:10][C:11]1[CH:12]=[CH:13][C:14]([Br:17])=[CH:15][CH:16]=1)[CH2:26][CH:27]([CH3:29])[CH3:28])(=[O:24])[NH2:25]. (7) Given the reactants [Br:1][C:2]1[CH:18]=[CH:17][C:5]([O:6][C:7]2[CH:8]=[C:9]([CH2:13][C:14]([OH:16])=[O:15])[CH:10]=[CH:11][CH:12]=2)=[C:4]([CH:19]=O)[CH:3]=1.[C:21]1([CH2:27][CH2:28][NH2:29])[CH:26]=[CH:25][CH:24]=[CH:23][CH:22]=1.C([BH3-])#N.[Na+], predict the reaction product. The product is: [Br:1][C:2]1[CH:18]=[CH:17][C:5]([O:6][C:7]2[CH:8]=[C:9]([CH2:13][C:14]([OH:16])=[O:15])[CH:10]=[CH:11][CH:12]=2)=[C:4]([CH2:19][NH:29][CH2:28][CH2:27][C:21]2[CH:26]=[CH:25][CH:24]=[CH:23][CH:22]=2)[CH:3]=1.